Dataset: Catalyst prediction with 721,799 reactions and 888 catalyst types from USPTO. Task: Predict which catalyst facilitates the given reaction. (1) Reactant: [Li]CCCC.[CH2:6]([O:8][CH2:9][N:10]1[CH:14]=[CH:13][N:12]=[CH:11]1)[CH3:7].[CH2:15]([Sn:19](Cl)([CH2:24][CH2:25][CH2:26][CH3:27])[CH2:20][CH2:21][CH2:22][CH3:23])[CH2:16][CH2:17][CH3:18]. Product: [CH2:6]([O:8][CH2:9][N:10]1[CH:14]=[CH:13][N:12]=[C:11]1[Sn:19]([CH2:20][CH2:21][CH2:22][CH3:23])([CH2:24][CH2:25][CH2:26][CH3:27])[CH2:15][CH2:16][CH2:17][CH3:18])[CH3:7]. The catalyst class is: 1. (2) Reactant: Br[C:2]1[CH:7]=[C:6]([CH3:8])[CH:5]=[CH:4][N:3]=1.C(=O)([O-])[O-].[Na+].[Na+].[Br:15][C:16]1[CH:21]=[CH:20][C:19](B(O)O)=[CH:18][CH:17]=1.O. Product: [Br:15][C:16]1[CH:21]=[CH:20][C:19]([C:2]2[CH:7]=[C:6]([CH3:8])[CH:5]=[CH:4][N:3]=2)=[CH:18][CH:17]=1. The catalyst class is: 335.